From a dataset of Catalyst prediction with 721,799 reactions and 888 catalyst types from USPTO. Predict which catalyst facilitates the given reaction. (1) Reactant: Cl.Br[C:3]1[CH:8]=[CH:7][N:6]=[CH:5][CH:4]=1.C(N(CC)CC)C.[C:16]([C:18]1[CH:19]=[C:20]([NH:24][C:25](=[O:29])[CH2:26][O:27][CH3:28])[CH:21]=[CH:22][CH:23]=1)#[CH:17]. Product: [CH3:28][O:27][CH2:26][C:25]([NH:24][C:20]1[CH:21]=[CH:22][CH:23]=[C:18]([C:16]#[C:17][C:3]2[CH:8]=[CH:7][N:6]=[CH:5][CH:4]=2)[CH:19]=1)=[O:29]. The catalyst class is: 233. (2) Reactant: [CH2:1]([C:8]1[S:12][C:11]([NH2:13])=[N:10][C:9]=1[C:14]1[CH:19]=[CH:18][CH:17]=[CH:16][CH:15]=1)[C:2]1[CH:7]=[CH:6][CH:5]=[CH:4][CH:3]=1.[CH2:20]([O:22][C:23]1[C:28]([O:29][CH2:30][CH3:31])=[CH:27][C:26]([C:32](=[O:38])[CH2:33][CH2:34][C:35](O)=[O:36])=[C:25]([CH3:39])[CH:24]=1)[CH3:21].C1C=CC2N(O)N=NC=2C=1.CCN=C=NCCCN(C)C. Product: [CH2:1]([C:8]1[S:12][C:11]([NH:13][C:35](=[O:36])[CH2:34][CH2:33][C:32]([C:26]2[CH:27]=[C:28]([O:29][CH2:30][CH3:31])[C:23]([O:22][CH2:20][CH3:21])=[CH:24][C:25]=2[CH3:39])=[O:38])=[N:10][C:9]=1[C:14]1[CH:19]=[CH:18][CH:17]=[CH:16][CH:15]=1)[C:2]1[CH:3]=[CH:4][CH:5]=[CH:6][CH:7]=1. The catalyst class is: 10. (3) Reactant: Cl[C:2]1[C:11]2[C:6](=[C:7]([OH:12])[CH:8]=[CH:9][CH:10]=2)[N:5]=[C:4]([CH3:13])[CH:3]=1.[NH:14]1[CH:18]=[CH:17][N:16]=[CH:15]1. Product: [N:14]1([C:2]2[C:11]3[C:6](=[C:7]([OH:12])[CH:8]=[CH:9][CH:10]=3)[N:5]=[C:4]([CH3:13])[CH:3]=2)[CH:18]=[CH:17][N:16]=[CH:15]1. The catalyst class is: 12. (4) Reactant: [CH:1]1([NH:4][C:5]2[C:10]([C:11]([OH:13])=O)=[CH:9][C:8]([F:14])=[C:7]([N:15]3[CH2:20][CH2:19][N:18]([CH3:21])[CH2:17][CH2:16]3)[N:6]=2)[CH2:3][CH2:2]1.C1C=CC2N(O)N=NC=2C=1.CCN=C=NCCCN(C)C.Cl.[CH2:44]([O:51][NH2:52])[C:45]1[CH:50]=[CH:49][CH:48]=[CH:47][CH:46]=1.C(N(CC)CC)C. Product: [CH2:44]([O:51][NH:52][C:11]([C:10]1[C:5]([NH:4][CH:1]2[CH2:3][CH2:2]2)=[N:6][C:7]([N:15]2[CH2:20][CH2:19][N:18]([CH3:21])[CH2:17][CH2:16]2)=[C:8]([F:14])[CH:9]=1)=[O:13])[C:45]1[CH:50]=[CH:49][CH:48]=[CH:47][CH:46]=1. The catalyst class is: 4. (5) Reactant: [Cl:1][C:2]1[CH:3]=[C:4]([CH2:15][CH2:16][C:17]([C:19]2[S:20][C:21]([CH3:30])=[C:22]3[CH2:27][C:26]([CH3:29])([CH3:28])[CH2:25][CH2:24][C:23]=23)=[O:18])[CH:5]=[C:6]([O:13][CH3:14])[C:7]=1[O:8][CH2:9][CH2:10][CH2:11][OH:12].CCN(C(C)C)C(C)C.[CH3:40][S:41](Cl)(=[O:43])=[O:42]. Product: [Cl:1][C:2]1[CH:3]=[C:4]([CH2:15][CH2:16][C:17](=[O:18])[C:19]2[S:20][C:21]([CH3:30])=[C:22]3[CH2:27][C:26]([CH3:28])([CH3:29])[CH2:25][CH2:24][C:23]=23)[CH:5]=[C:6]([O:13][CH3:14])[C:7]=1[O:8][CH2:9][CH2:10][CH2:11][O:12][S:41]([CH3:40])(=[O:43])=[O:42]. The catalyst class is: 2. (6) Reactant: [NH2:1][C:2]1[CH:3]=[CH:4][C:5]([O:12][CH2:13][C:14]2[CH:19]=[CH:18][C:17]([CH2:20][CH3:21])=[CH:16][CH:15]=2)=[C:6]([C:8](=[O:11])[CH2:9][CH3:10])[CH:7]=1.[CH3:22][O:23][C:24]1[CH:25]=[C:26]([N:32]=[C:33]=[O:34])[CH:27]=[CH:28][C:29]=1[O:30][CH3:31]. Product: [CH3:22][O:23][C:24]1[CH:25]=[C:26]([NH:32][C:33]([NH:1][C:2]2[CH:3]=[CH:4][C:5]([O:12][CH2:13][C:14]3[CH:15]=[CH:16][C:17]([CH2:20][CH3:21])=[CH:18][CH:19]=3)=[C:6]([C:8](=[O:11])[CH2:9][CH3:10])[CH:7]=2)=[O:34])[CH:27]=[CH:28][C:29]=1[O:30][CH3:31]. The catalyst class is: 1. (7) Reactant: C(N(CC)CC)C.[CH:8]([C:10]1[C:18]2[C:13](=[CH:14][CH:15]=[CH:16][CH:17]=2)[N:12](C(OC(C)(C)C)=O)[CH:11]=1)=[O:9].[CH3:26][O:27][C:28]1[CH:29]=[C:30]([CH:40]=[CH:41][CH:42]=1)[N:31]=[CH:32][C:33]1[CH:38]=[CH:37][C:36]([CH3:39])=[CH:35][CH:34]=1. Product: [NH:12]1[C:13]2[C:18](=[CH:17][CH:16]=[CH:15][CH:14]=2)[C:10]([C:8](=[O:9])[CH:32]([NH:31][C:30]2[CH:40]=[CH:41][CH:42]=[C:28]([O:27][CH3:26])[CH:29]=2)[C:33]2[CH:38]=[CH:37][C:36]([CH3:39])=[CH:35][CH:34]=2)=[CH:11]1. The catalyst class is: 433. (8) Reactant: C(OC([NH:8][CH2:9][CH:10]1[CH2:15][CH2:14][N:13]([CH2:16][CH2:17][CH2:18][O:19][C:20]2[CH:29]=[C:28]3[C:23]([C:24]([NH:30][C:31]([NH:33][C:34]4[C:39]([Cl:40])=[CH:38][CH:37]=[CH:36][C:35]=4[Cl:41])=[O:32])=[N:25][CH:26]=[N:27]3)=[CH:22][C:21]=2[O:42][CH3:43])[CH2:12][CH2:11]1)=O)(C)(C)C.FC(F)(F)C(O)=O. Product: [NH2:8][CH2:9][CH:10]1[CH2:15][CH2:14][N:13]([CH2:16][CH2:17][CH2:18][O:19][C:20]2[CH:29]=[C:28]3[C:23]([C:24]([NH:30][C:31]([NH:33][C:34]4[C:35]([Cl:41])=[CH:36][CH:37]=[CH:38][C:39]=4[Cl:40])=[O:32])=[N:25][CH:26]=[N:27]3)=[CH:22][C:21]=2[O:42][CH3:43])[CH2:12][CH2:11]1. The catalyst class is: 22.